From a dataset of Full USPTO retrosynthesis dataset with 1.9M reactions from patents (1976-2016). Predict the reactants needed to synthesize the given product. (1) Given the product [N:13]1([CH2:12][C:9]2[CH:8]=[CH:7][C:6]([O:5][CH2:4][CH2:3][CH2:2][N:19]3[CH2:24][CH2:23][CH2:22][CH2:21][CH2:20]3)=[CH:11][N:10]=2)[CH2:18][CH2:17][CH2:16][CH2:15][CH2:14]1, predict the reactants needed to synthesize it. The reactants are: Cl[CH2:2][CH2:3][CH2:4][O:5][C:6]1[CH:7]=[CH:8][C:9]([CH2:12][N:13]2[CH2:18][CH2:17][CH2:16][CH2:15][CH2:14]2)=[N:10][CH:11]=1.[N:19]1(CC2N=CC(O)=CC=2)[CH2:24][CH2:23][CH2:22][CH2:21][CH2:20]1.BrCCCCl.C([O-])([O-])=O.[K+].[K+]. (2) Given the product [NH2:28][C:26]1[CH:25]=[CH:24][C:22]2[N:23]=[C:18]([C:15]3[C:16](=[O:17])[N:7]([CH2:6][C:5]4[CH:4]=[CH:3][C:2]([F:1])=[CH:36][CH:35]=4)[CH:8]4[CH:13]([C:14]=3[OH:33])[CH:12]3[CH2:34][CH:9]4[CH2:10][CH2:11]3)[N:19]=[S:20]([CH3:32])(=[O:31])[C:21]=2[CH:27]=1, predict the reactants needed to synthesize it. The reactants are: [F:1][C:2]1[CH:36]=[CH:35][C:5]([CH2:6][N:7]2[C:16](=[O:17])[C:15]([C:18]3[N:19]=[S:20]([CH3:32])(=[O:31])[C:21]4[CH:27]=[C:26]([N+:28]([O-])=O)[CH:25]=[CH:24][C:22]=4[N:23]=3)=[C:14]([OH:33])[CH:13]3[CH:8]2[CH:9]2[CH2:34][CH:12]3[CH2:11][CH2:10]2)=[CH:4][CH:3]=1.NN. (3) Given the product [Cl:1][C:2]1[CH:7]=[CH:6][C:5]([C@H:8]2[N:15]3[C:11]([S:12][C:13]([C:19]([N:34]4[CH2:35][CH2:36][CH2:37][C@H:33]4[CH2:32][N:31]([CH3:38])[CH3:30])=[O:20])=[C:14]3[CH:16]([CH3:18])[CH3:17])=[N:10][C@:9]2([C:23]2[CH:24]=[CH:25][C:26]([Cl:29])=[CH:27][CH:28]=2)[CH3:22])=[CH:4][CH:3]=1, predict the reactants needed to synthesize it. The reactants are: [Cl:1][C:2]1[CH:7]=[CH:6][C:5]([C@H:8]2[N:15]3[C:11]([S:12][C:13]([C:19](O)=[O:20])=[C:14]3[CH:16]([CH3:18])[CH3:17])=[N:10][C@:9]2([C:23]2[CH:28]=[CH:27][C:26]([Cl:29])=[CH:25][CH:24]=2)[CH3:22])=[CH:4][CH:3]=1.[CH3:30][N:31]([CH3:38])[CH2:32][C@@H:33]1[CH2:37][CH2:36][CH2:35][NH:34]1.